This data is from Catalyst prediction with 721,799 reactions and 888 catalyst types from USPTO. The task is: Predict which catalyst facilitates the given reaction. (1) Reactant: [Cl:1][C:2]1[N:7]=[C:6](Cl)[CH:5]=[CH:4][N:3]=1.[F-].[K+].C([Sn](CCCC)(CCCC)[C:16]([O:18][CH2:19][CH3:20])=[CH2:17])CCC. Product: [Cl:1][C:2]1[N:7]=[C:6]([C:16]([O:18][CH2:19][CH3:20])=[CH2:17])[CH:5]=[CH:4][N:3]=1. The catalyst class is: 151. (2) Reactant: [F:1][C:2]1[CH:7]=[CH:6][C:5]([C:8]2[CH:13]=[CH:12][CH:11]=[CH:10][CH:9]=2)=[C:4]([CH2:14][C:15]([CH:21]2[O:26][CH2:25][CH2:24][N:23](CC3C=CC=CC=3)[CH2:22]2)([OH:20])[CH2:16][CH:17]([CH3:19])[CH3:18])[CH:3]=1.[Cl:34]C(OC(Cl)C)=O.CCN(C(C)C)C(C)C. Product: [ClH:34].[F:1][C:2]1[CH:7]=[CH:6][C:5]([C:8]2[CH:9]=[CH:10][CH:11]=[CH:12][CH:13]=2)=[C:4]([CH2:14][C:15]([CH:21]2[O:26][CH2:25][CH2:24][NH:23][CH2:22]2)([OH:20])[CH2:16][CH:17]([CH3:19])[CH3:18])[CH:3]=1. The catalyst class is: 2. (3) Reactant: [CH3:1][CH:2]([NH2:4])[CH3:3].[OH:5][C:6]([C:8]([F:11])([F:10])[F:9])=[O:7].[CH2:12]([N:19]1[CH2:28][CH2:27][C:26]2[C:21](=[N:22][C:23](Cl)=[C:24]([N:29]3[CH2:34][CH2:33][CH:32]([O:35][C:36]4[CH:41]=[CH:40][C:39]([O:42][CH3:43])=[CH:38][C:37]=4[F:44])[CH2:31][CH2:30]3)[N:25]=2)[CH2:20]1)[C:13]1[CH:18]=[CH:17][CH:16]=[CH:15][CH:14]=1.CC(C)([O-])C.[Na+]. Product: [CH2:12]([N:19]1[CH2:28][CH2:27][C:26]2[C:21](=[N:22][C:23]([NH:4][CH:2]([CH3:3])[CH3:1])=[C:24]([N:29]3[CH2:34][CH2:33][CH:32]([O:35][C:36]4[CH:41]=[CH:40][C:39]([O:42][CH3:43])=[CH:38][C:37]=4[F:44])[CH2:31][CH2:30]3)[N:25]=2)[CH2:20]1)[C:13]1[CH:18]=[CH:17][CH:16]=[CH:15][CH:14]=1.[C:6]([OH:7])([C:8]([F:11])([F:10])[F:9])=[O:5]. The catalyst class is: 733. (4) Reactant: Br[CH:2]([CH3:9])[CH2:3][C:4]([O:6][CH2:7][CH3:8])=[O:5].[NH:10]1[CH2:15][CH2:14][CH2:13][CH2:12][CH2:11]1. Product: [N:10]1([CH2:9][CH2:2][CH2:3][C:4]([O:6][CH2:7][CH3:8])=[O:5])[CH2:15][CH2:14][CH2:13][CH2:12][CH2:11]1. The catalyst class is: 42. (5) Reactant: C([O:4][C:5]1[CH:10]=[CH:9][C:8]([C:11]2[CH:16]=[CH:15][C:14]([O:17]CC=C)=[CH:13][CH:12]=2)=[CH:7][CH:6]=1)C=C. Product: [CH2:10]([C:15]1[CH:16]=[C:11]([C:8]2[CH:7]=[CH:6][C:5]([OH:4])=[C:10]([CH2:9][CH:8]=[CH2:7])[CH:9]=2)[CH:12]=[CH:13][C:14]=1[OH:17])[CH:5]=[CH2:6]. The catalyst class is: 262. (6) Reactant: [CH:1]1([NH:4][C:5]([NH:7][C:8]2[CH:13]=[CH:12][C:11]([O:14][C:15]3[CH:20]=[CH:19][N:18]=[C:17]4[CH:21]=[C:22]([C:24]5[CH:29]=[CH:28][C:27]([CH:30]=O)=[CH:26][N:25]=5)[S:23][C:16]=34)=[C:10]([F:32])[CH:9]=2)=[O:6])[CH2:3][CH2:2]1.[CH3:33][O:34][CH2:35][CH2:36][O:37][CH2:38][CH2:39][O:40][CH2:41][CH2:42][O:43][CH2:44][CH2:45][NH2:46].C(O)(=O)C.C(O[BH-](OC(=O)C)OC(=O)C)(=O)C.[Na+]. Product: [CH2:30]([C:27]1[CH:28]=[CH:29][C:24]([C:22]2[S:23][C:16]3[C:17](=[N:18][CH:19]=[CH:20][C:15]=3[O:14][C:11]3[CH:12]=[CH:13][C:8]([NH:7][C:5]([NH:4][CH:1]4[CH2:2][CH2:3]4)=[O:6])=[CH:9][C:10]=3[F:32])[CH:21]=2)=[N:25][CH:26]=1)[NH:46][CH2:45][CH2:44][O:43][CH2:42][CH2:41][O:40][CH2:39][CH2:38][O:37][CH2:36][CH2:35][O:34][CH3:33]. The catalyst class is: 4. (7) Reactant: C(=O)([O-])[O-].[K+].[K+].F[C:8]1[CH:9]=[CH:10][C:11]([N+:15]([O-:17])=[O:16])=[C:12]([CH3:14])[CH:13]=1.[C:18]([O:27][CH3:28])(=[O:26])[C:19]1[C:20](=[CH:22][CH:23]=[CH:24][CH:25]=1)[OH:21].[Cl-].[Na+]. Product: [CH3:14][C:12]1[CH:13]=[C:8]([CH:9]=[CH:10][C:11]=1[N+:15]([O-:17])=[O:16])[O:21][C:20]1[CH:22]=[CH:23][CH:24]=[CH:25][C:19]=1[C:18]([O:27][CH3:28])=[O:26]. The catalyst class is: 9.